From a dataset of Catalyst prediction with 721,799 reactions and 888 catalyst types from USPTO. Predict which catalyst facilitates the given reaction. (1) Reactant: [C:1]([Si:5]([CH3:30])([CH3:29])[O:6][C@@H:7]1[CH2:12][CH2:11][C@H:10]([N:13]2[CH2:17][CH2:16][CH:15]([CH2:18][C:19]3[C:24]([Cl:25])=[CH:23][C:22]([OH:26])=[CH:21][C:20]=3[Cl:27])[C:14]2=[O:28])[CH2:9][CH2:8]1)([CH3:4])([CH3:3])[CH3:2].[F:31][C:32]([F:45])([F:44])[S:33](O[S:33]([C:32]([F:45])([F:44])[F:31])(=[O:35])=[O:34])(=[O:35])=[O:34]. Product: [C:1]([Si:5]([CH3:30])([CH3:29])[O:6][C@@H:7]1[CH2:12][CH2:11][C@H:10]([N:13]2[CH2:17][CH2:16][CH:15]([CH2:18][C:19]3[C:20]([Cl:27])=[CH:21][C:22]([O:26][S:33]([C:32]([F:45])([F:44])[F:31])(=[O:35])=[O:34])=[CH:23][C:24]=3[Cl:25])[C:14]2=[O:28])[CH2:9][CH2:8]1)([CH3:2])([CH3:4])[CH3:3]. The catalyst class is: 17. (2) Product: [Cl:53][C:50]1[CH:51]=[CH:52][C:47]([C@H:43]([C:44]([N:31]2[CH2:32][CH2:33][N:28]([C:20]3[C:19]([C:15]4[CH:16]=[CH:17][CH:18]=[C:13]([F:12])[CH:14]=4)=[CH:24][N:23]=[C:22]4[NH:25][N:26]=[CH:27][C:21]=34)[CH2:29][CH2:30]2)=[O:45])[CH2:42][N:41]([CH:54]([CH3:55])[CH3:56])[C:39](=[O:40])[O:38][C:34]([CH3:36])([CH3:35])[CH3:37])=[CH:48][CH:49]=1. Reactant: CCN(C(C)C)C(C)C.Cl.Cl.[F:12][C:13]1[CH:14]=[C:15]([C:19]2[C:20]([N:28]3[CH2:33][CH2:32][NH:31][CH2:30][CH2:29]3)=[C:21]3[CH:27]=[N:26][NH:25][C:22]3=[N:23][CH:24]=2)[CH:16]=[CH:17][CH:18]=1.[C:34]([O:38][C:39]([N:41]([CH:54]([CH3:56])[CH3:55])[CH2:42][C@H:43]([C:47]1[CH:52]=[CH:51][C:50]([Cl:53])=[CH:49][CH:48]=1)[C:44](O)=[O:45])=[O:40])([CH3:37])([CH3:36])[CH3:35].CN(C(ON1N=NC2C=CC=CC1=2)=[N+](C)C)C.[B-](F)(F)(F)F. The catalyst class is: 2. (3) Reactant: [NH2:1][C:2]1[N:3]([CH3:24])[C:4](=[O:23])[C:5]2([C:15]3[C:10](=[CH:11][CH:12]=[C:13](Br)[CH:14]=3)[O:9][CH:8]([C:17]3[CH:22]=[CH:21][CH:20]=[CH:19][CH:18]=3)[CH2:7]2)[N:6]=1.[CH2:25]([NH:29][C:30]([C:32]1[CH:37]=[CH:36][C:35](B(O)O)=[CH:34][CH:33]=1)=[O:31])[CH:26]([CH3:28])[CH3:27]. Product: [NH2:1][C:2]1[N:3]([CH3:24])[C:4](=[O:23])[C:5]2([C:15]3[C:10](=[CH:11][CH:12]=[C:13]([C:35]4[CH:36]=[CH:37][C:32]([C:30]([NH:29][CH2:25][CH:26]([CH3:28])[CH3:27])=[O:31])=[CH:33][CH:34]=4)[CH:14]=3)[O:9][CH:8]([C:17]3[CH:22]=[CH:21][CH:20]=[CH:19][CH:18]=3)[CH2:7]2)[N:6]=1. The catalyst class is: 806. (4) Reactant: [F:1][C:2]1[CH:19]=[CH:18][C:5]([O:6][C:7]2[N:12]=[CH:11][C:10]([CH2:13][C:14](Cl)=[N:15][OH:16])=[CH:9][CH:8]=2)=[CH:4][CH:3]=1.O1CCCC1.[C:25]([C:27]1[CH:28]=[CH:29][C:30]([NH2:33])=[N:31][CH:32]=1)#[CH:26].C(N(CC)CC)C. Product: [F:1][C:2]1[CH:19]=[CH:18][C:5]([O:6][C:7]2[N:12]=[CH:11][C:10]([CH2:13][C:14]3[CH:26]=[C:25]([C:27]4[CH:28]=[CH:29][C:30]([NH2:33])=[N:31][CH:32]=4)[O:16][N:15]=3)=[CH:9][CH:8]=2)=[CH:4][CH:3]=1. The catalyst class is: 6. (5) Reactant: [NH:1]1[CH2:5][CH2:4][CH2:3][CH2:2]1.[CH3:6][CH2:7][C:8](=O)[CH2:9][CH3:10].[C-]#N.[K+].CC(N1CCCC1)(C)[C:17]#[N:18]. Product: [CH2:7]([C:8]([N:1]1[CH2:5][CH2:4][CH2:3][CH2:2]1)([CH2:9][CH3:10])[C:17]#[N:18])[CH3:6]. The catalyst class is: 6. (6) Reactant: Br[C:2]1[C:3]([CH3:15])=[C:4]([CH3:14])[C:5]2[O:9][C:8]([CH3:11])([CH3:10])[CH2:7][C:6]=2[C:12]=1[CH3:13].[CH3:16][O:17][C:18]1[CH:23]=[C:22]([O:24][CH3:25])[CH:21]=[CH:20][C:19]=1[N:26]1[CH2:31][CH2:30][NH:29][CH2:28][CH2:27]1.C1C=CC(P(C2C(C3C(P(C4C=CC=CC=4)C4C=CC=CC=4)=CC=C4C=3C=CC=C4)=C3C(C=CC=C3)=CC=2)C2C=CC=CC=2)=CC=1.CC(C)([O-])C.[Na+]. Product: [CH3:16][O:17][C:18]1[CH:23]=[C:22]([O:24][CH3:25])[CH:21]=[CH:20][C:19]=1[N:26]1[CH2:27][CH2:28][N:29]([C:2]2[C:3]([CH3:15])=[C:4]([CH3:14])[C:5]3[O:9][C:8]([CH3:11])([CH3:10])[CH2:7][C:6]=3[C:12]=2[CH3:13])[CH2:30][CH2:31]1. The catalyst class is: 706. (7) Reactant: [C:1]([O:5][C:6](=[O:21])[NH:7][CH2:8][C:9]1[CH:14]=[CH:13][C:12]([O:15][CH2:16][C:17](=[O:19])[NH2:18])=[C:11](Br)[CH:10]=1)([CH3:4])([CH3:3])[CH3:2].[N:22]1[CH:27]=[CH:26][C:25](B(O)O)=[CH:24][CH:23]=1.C([O-])([O-])=O.[Cs+].[Cs+].C(Cl)Cl. Product: [C:1]([O:5][C:6](=[O:21])[NH:7][CH2:8][C:9]1[CH:14]=[CH:13][C:12]([O:15][CH2:16][C:17](=[O:19])[NH2:18])=[C:11]([C:25]2[CH:26]=[CH:27][N:22]=[CH:23][CH:24]=2)[CH:10]=1)([CH3:4])([CH3:3])[CH3:2]. The catalyst class is: 117. (8) Reactant: C(OC([N:8]1[CH2:13][CH2:12][CH:11]([C:14]2[CH:15]=[N:16][C:17]([O:20][CH2:21][CH3:22])=[CH:18][CH:19]=2)[CH2:10][CH2:9]1)=O)(C)(C)C.[ClH:23]. Product: [ClH:23].[CH2:21]([O:20][C:17]1[N:16]=[CH:15][C:14]([CH:11]2[CH2:12][CH2:13][NH:8][CH2:9][CH2:10]2)=[CH:19][CH:18]=1)[CH3:22]. The catalyst class is: 25. (9) Reactant: [Cl-].[NH4+].[CH3:3][O:4][C:5]1[CH:6]=[C:7]([CH:10]=[C:11]([O:15][CH3:16])[C:12]=1[O:13][CH3:14])C=O.CCN(CC)CC.O.[CH:25]([O:30][CH3:31])([O:28][CH3:29])OC. Product: [CH3:31][O:30][CH:25]([O:28][CH3:29])[C:7]1[CH:6]=[C:5]([O:4][CH3:3])[C:12]([O:13][CH3:14])=[C:11]([O:15][CH3:16])[CH:10]=1. The catalyst class is: 5.